Dataset: Catalyst prediction with 721,799 reactions and 888 catalyst types from USPTO. Task: Predict which catalyst facilitates the given reaction. (1) Reactant: C(OC([NH:8][C@@H:9]1[C@H:14]([NH:15][C:16]2[N:21]=[C:20]([C:22]3[CH:23]=[N:24][N:25]4[CH:30]=[CH:29][C:28]([CH3:31])=[CH:27][C:26]=34)[C:19]3[C:32](=[O:42])[N:33](C(OC(C)(C)C)=O)[CH2:34][C:18]=3[C:17]=2[F:43])[CH2:13][CH2:12][O:11][CH2:10]1)=O)(C)(C)C.[ClH:44]. Product: [ClH:44].[NH2:8][C@@H:9]1[C@H:14]([NH:15][C:16]2[N:21]=[C:20]([C:22]3[CH:23]=[N:24][N:25]4[CH:30]=[CH:29][C:28]([CH3:31])=[CH:27][C:26]=34)[C:19]3[C:32](=[O:42])[NH:33][CH2:34][C:18]=3[C:17]=2[F:43])[CH2:13][CH2:12][O:11][CH2:10]1. The catalyst class is: 32. (2) Reactant: C(OC([N:8]1[CH:13]2[CH2:14][CH2:15][CH:9]1[CH2:10][C:11](=[C:16]1[C:29]3[CH:28]=[CH:27][CH:26]=[C:25]([C:30](=[O:37])[NH:31][CH2:32][CH2:33][N:34]([CH3:36])[CH3:35])[C:24]=3[O:23][C:22]3[C:17]1=[CH:18][CH:19]=[CH:20][CH:21]=3)[CH2:12]2)=O)(C)(C)C.[F:38][C:39]([F:44])([F:43])[C:40]([OH:42])=[O:41]. Product: [CH3:35][N:34]([CH3:36])[CH2:33][CH2:32][NH:31][C:30]([C:25]1[C:24]2[O:23][C:22]3[C:17](=[CH:18][CH:19]=[CH:20][CH:21]=3)[C:16](=[C:11]3[CH2:10][CH:9]4[NH:8][CH:13]([CH2:14][CH2:15]4)[CH2:12]3)[C:29]=2[CH:28]=[CH:27][CH:26]=1)=[O:37].[C:40]([OH:42])([C:39]([F:44])([F:43])[F:38])=[O:41]. The catalyst class is: 6. (3) Reactant: Br[C:2]1[C:24](=[O:25])[N:23]([CH:26]2[CH2:30][CH2:29][CH2:28][CH2:27]2)[C:5]2[N:6]=[C:7]([NH:10][C:11]3[CH:16]=[CH:15][C:14]([N:17]4[CH2:22]COCC4)=[CH:13][N:12]=3)[N:8]=[CH:9][C:4]=2[C:3]=1[CH3:31].C([Sn](CCCC)(CCCC)[C:37]([O:39][CH2:40][CH3:41])=[CH2:38])CCC.[C:50]1(C)[CH:55]=CC=[CH:52][CH:51]=1. Product: [CH:26]1([N:23]2[C:5]3[N:6]=[C:7]([NH:10][C:11]4[N:12]=[CH:13][C:14]([N:17]5[CH2:22][CH2:52][CH2:51][CH2:50][CH2:55]5)=[CH:15][CH:16]=4)[N:8]=[CH:9][C:4]=3[C:3]([CH3:31])=[C:2]([C:37]([O:39][CH2:40][CH3:41])=[CH2:38])[C:24]2=[O:25])[CH2:30][CH2:29][CH2:28][CH2:27]1. The catalyst class is: 73.